From a dataset of Forward reaction prediction with 1.9M reactions from USPTO patents (1976-2016). Predict the product of the given reaction. (1) Given the reactants Br[C:2]1[CH:27]=[CH:26][C:5]([O:6][C@H:7]2[CH2:11][CH2:10][N:9]([CH:12]3[CH2:17][CH2:16][N:15]([C:18]([O:20][C:21]([CH3:24])([CH3:23])[CH3:22])=[O:19])[CH2:14][CH2:13]3)[C:8]2=[O:25])=[C:4]([F:28])[CH:3]=1.[CH3:29][S:30]([O-:32])=[O:31].[Na+].[C@@H]1(N)CCCC[C@H]1N, predict the reaction product. The product is: [F:28][C:4]1[CH:3]=[C:2]([S:30]([CH3:29])(=[O:32])=[O:31])[CH:27]=[CH:26][C:5]=1[O:6][C@H:7]1[CH2:11][CH2:10][N:9]([CH:12]2[CH2:17][CH2:16][N:15]([C:18]([O:20][C:21]([CH3:24])([CH3:23])[CH3:22])=[O:19])[CH2:14][CH2:13]2)[C:8]1=[O:25]. (2) Given the reactants CO[C:3]([C:5]1[CH:27]=[CH:26][C:8]2[NH:9][C:10]([C:12]3[C:24]4[C:23]5[C:18](=[CH:19][CH:20]=[CH:21][CH:22]=5)[CH:17]([NH-:25])[C:16]=4[CH:15]=[CH:14][CH:13]=3)=[N:11][C:7]=2[CH:6]=1)=[O:4].N1C2N=C[CH:35]=[C:36]([C:37]([OH:39])=O)[C:31]=2[CH:30]=[CH:29]1.[OH2:40].[NH3:41], predict the reaction product. The product is: [CH:5]([O:40][CH:30]([CH3:31])[CH3:29])([CH3:6])[CH3:3].[OH:39][CH2:37][CH2:36][CH2:35][NH:41][C:3]([C:5]1[CH:27]=[CH:26][C:8]2[NH:9][C:10]([C:12]3[C:24]4[C:23]5[C:18](=[CH:19][CH:20]=[CH:21][CH:22]=5)[CH:17]([NH-:25])[C:16]=4[CH:15]=[CH:14][CH:13]=3)=[N:11][C:7]=2[CH:6]=1)=[O:4]. (3) Given the reactants [OH:1][C:2]1[CH:12]=[CH:11][C:5]([CH:6]=[CH:7][C:8]([OH:10])=[O:9])=[CH:4][C:3]=1[O:13][CH3:14].S(=O)(=O)(O)O.[CH3:20]O, predict the reaction product. The product is: [OH:1][C:2]1[CH:12]=[CH:11][C:5]([CH:6]=[CH:7][C:8]([O:10][CH3:20])=[O:9])=[CH:4][C:3]=1[O:13][CH3:14].